This data is from Reaction yield outcomes from USPTO patents with 853,638 reactions. The task is: Predict the reaction yield, written as a fraction of the theoretical maximum amount of product (1.0 means a 100% yield; for example, 0.34 means a 34% yield). (1) The reactants are [Br:1][C:2]1[CH:9]=[C:8]([Cl:10])[CH:7]=[C:6]([F:11])[C:3]=1[C:4]#[N:5].[N:12]([Sn](C)(C)C)=[N+:13]=[N-:14]. The catalyst is C1(C)C=CC=CC=1. The product is [Br:1][C:2]1[CH:9]=[C:8]([Cl:10])[CH:7]=[C:6]([F:11])[C:3]=1[C:4]1[N:12]=[N:13][NH:14][N:5]=1. The yield is 0.870. (2) The reactants are [O:1]=[C:2]1[N:11]([CH2:12][C:13]2[CH:26]=[CH:25][C:16]([C:17]([NH:19][CH2:20][CH2:21][CH2:22][O:23][CH3:24])=[O:18])=[CH:15][CH:14]=2)[C:10](=[O:27])[C:9]2[C:4](=[CH:5][CH:6]=[CH:7][CH:8]=2)[NH:3]1.[CH:28]([C:31]1[CH:38]=[CH:37][C:34]([CH2:35]Br)=[CH:33][CH:32]=1)([CH3:30])[CH3:29].C(=O)([O-])[O-].[K+].[K+]. The catalyst is CN(C)C=O.C(Cl)Cl. The product is [CH:28]([C:31]1[CH:38]=[CH:37][C:34]([CH2:35][N:3]2[C:4]3[C:9](=[CH:8][CH:7]=[CH:6][CH:5]=3)[C:10](=[O:27])[N:11]([CH2:12][C:13]3[CH:26]=[CH:25][C:16]([C:17]([NH:19][CH2:20][CH2:21][CH2:22][O:23][CH3:24])=[O:18])=[CH:15][CH:14]=3)[C:2]2=[O:1])=[CH:33][CH:32]=1)([CH3:30])[CH3:29]. The yield is 0.440. (3) The reactants are S(O)(O)(=O)=[O:2].[NH2:6][C:7]1[NH:8][CH:9]=[CH:10][N:11]=1.N#N.CC[N:16]([CH:20](C)C)C(C)C.NC[CH2:25][C:26]1[CH:27]=[CH:28][C:29]([CH2:34][N:35]([CH2:46][C:47]2[C:52]([CH3:53])=[CH:51][C:50]([CH3:54])=[CH:49][N:48]=2)[CH:36]2[C:45]3[C:40](=[CH:41][CH:42]=[CH:43][CH:44]=3)[CH2:39][CH2:38][CH2:37]2)=[C:30]([CH2:32][OH:33])[CH:31]=1. The catalyst is C(Cl)Cl. The product is [CH3:53][C:52]1[C:47]([CH2:46][N:35]([CH2:34][C:29]2[CH:28]=[CH:27][C:26]([CH2:25][NH:16][C:20]([NH:6][C:7]3[NH:8][CH:9]=[CH:10][N:11]=3)=[O:2])=[CH:31][C:30]=2[CH2:32][OH:33])[CH:36]2[C:45]3[C:40](=[CH:41][CH:42]=[CH:43][CH:44]=3)[CH2:39][CH2:38][CH2:37]2)=[N:48][CH:49]=[C:50]([CH3:54])[CH:51]=1. The yield is 0.160. (4) The catalyst is [Pd]. The yield is 0.940. The reactants are [N+:1]([C:4]1[C:5]([NH2:15])=[CH:6][C:7]([N:10]2[CH2:14][CH2:13][CH2:12][CH2:11]2)=[N:8][CH:9]=1)([O-])=O. The product is [N:10]1([C:7]2[N:8]=[CH:9][C:4]([NH2:1])=[C:5]([NH2:15])[CH:6]=2)[CH2:14][CH2:13][CH2:12][CH2:11]1. (5) The reactants are [Cl:1][C:2]1[CH:21]=[C:20]([O:22][CH3:23])[CH:19]=[C:18](Cl)[C:3]=1[CH2:4][CH:5]1[CH2:9][CH2:8][N:7]([CH:10]2[CH2:15][CH2:14][C:13](=O)[CH2:12][CH2:11]2)[C:6]1=[O:17].C(O)C.COCCN(S(F)(F)[F:38])CCOC. The catalyst is ClCCl. The product is [Cl:1][C:2]1[CH:21]=[C:20]([O:22][CH3:23])[CH:19]=[CH:18][C:3]=1[CH2:4][CH:5]1[CH2:9][CH2:8][N:7]([CH:10]2[CH2:15][CH2:14][C:13]([F:38])=[CH:12][CH2:11]2)[C:6]1=[O:17]. The yield is 0.320. (6) The reactants are C(N1C=CN=C1)(N1C=CN=C1)=O.[CH:13]1([C:19]2[C:20]3[CH:21]=[CH:22][C:23]([C:43]([OH:45])=O)=[CH:24][C:25]=3[N:26]3[CH2:32][C:31]([C:33]([O:35][CH3:36])=[O:34])=[CH:30][C:29]4[CH:37]=[C:38]([O:41][CH3:42])[CH:39]=[CH:40][C:28]=4[C:27]=23)[CH2:18][CH2:17][CH2:16][CH2:15][CH2:14]1.[CH3:46][CH:47]([S:49]([NH2:52])(=[O:51])=[O:50])[CH3:48].C1CCN2C(=NCCC2)CC1. The catalyst is C1COCC1.CCOC(C)=O. The product is [CH:13]1([C:19]2[C:20]3[CH:21]=[CH:22][C:23]([C:43](=[O:45])[NH:52][S:49]([CH:47]([CH3:48])[CH3:46])(=[O:51])=[O:50])=[CH:24][C:25]=3[N:26]3[CH2:32][C:31]([C:33]([O:35][CH3:36])=[O:34])=[CH:30][C:29]4[CH:37]=[C:38]([O:41][CH3:42])[CH:39]=[CH:40][C:28]=4[C:27]=23)[CH2:14][CH2:15][CH2:16][CH2:17][CH2:18]1. The yield is 0.850. (7) The reactants are C(=O)([O-])[O-].[Na+].[Na+].[C:7]([C:10]1[CH:17]=[C:16]([Cl:18])[C:13]([C:14]#[N:15])=[C:12](Br)[C:11]=1[O:20][CH3:21])(=[O:9])[CH3:8].[CH3:22][N:23]([CH3:35])[C:24]([C:26]1[N:31]=[CH:30][C:29](B(O)O)=[CH:28][CH:27]=1)=[O:25].N#N.ClCCl. The catalyst is O.C(#N)C.C1C=CC(P(C2C=CC=CC=2)[C-]2C=CC=C2)=CC=1.C1C=CC(P(C2C=CC=CC=2)[C-]2C=CC=C2)=CC=1.Cl[Pd]Cl.[Fe+2]. The product is [C:7]([C:10]1[C:11]([O:20][CH3:21])=[C:12]([C:29]2[CH:28]=[CH:27][C:26]([C:24]([N:23]([CH3:35])[CH3:22])=[O:25])=[N:31][CH:30]=2)[C:13]([C:14]#[N:15])=[C:16]([Cl:18])[CH:17]=1)(=[O:9])[CH3:8]. The yield is 0.710.